This data is from Full USPTO retrosynthesis dataset with 1.9M reactions from patents (1976-2016). The task is: Predict the reactants needed to synthesize the given product. (1) The reactants are: [NH:1]1[C@@H:10]2[C@@H:5]([CH2:6][CH2:7][CH2:8][CH2:9]2)[NH:4][CH2:3][CH2:2]1.[H-].[Na+].[F:13][C:14]([F:25])([F:24])[CH2:15]OS(C(F)(F)F)(=O)=O. Given the product [F:13][C:14]([F:25])([F:24])[CH2:15][N:1]1[CH:10]2[CH:5]([CH2:6][CH2:7][CH2:8][CH2:9]2)[NH:4][CH2:3][CH2:2]1, predict the reactants needed to synthesize it. (2) Given the product [F:9][C:10]1[CH:11]=[C:12]([CH:15]=[CH:16][C:17]=1[F:18])[CH2:13][NH:14][C:37]([C:33]1[S:32][C:31]([N:27]2[CH2:28][C@H:29]([CH3:30])[N:25]([CH2:24][C:23]3[CH:41]=[CH:42][C:20]([F:19])=[CH:21][CH:22]=3)[C:26]2=[O:40])=[N:35][C:34]=1[CH3:36])=[O:38], predict the reactants needed to synthesize it. The reactants are: N1C=CC=C(CN)C=1.[F:9][C:10]1[CH:11]=[C:12]([CH:15]=[CH:16][C:17]=1[F:18])[CH2:13][NH2:14].[F:19][C:20]1[CH:42]=[CH:41][C:23]([CH2:24][N:25]2[C@@H:29]([CH3:30])[CH2:28][N:27]([C:31]3[S:32][C:33]([C:37](O)=[O:38])=[C:34]([CH3:36])[N:35]=3)[C:26]2=[O:40])=[CH:22][CH:21]=1. (3) Given the product [CH3:1][O:2][C:3](=[O:13])[CH2:4][CH2:5][CH2:6][CH2:7][CH2:8][CH2:9][CH2:10][CH2:11][O:12][Si:25]([C:21]([CH3:24])([CH3:23])[CH3:22])([C:32]1[CH:33]=[CH:34][CH:35]=[CH:36][CH:37]=1)[C:26]1[CH:31]=[CH:30][CH:29]=[CH:28][CH:27]=1, predict the reactants needed to synthesize it. The reactants are: [CH3:1][O:2][C:3](=[O:13])[CH2:4][CH2:5][CH2:6][CH2:7][CH2:8][CH2:9][CH2:10][CH2:11][OH:12].CCN(CC)CC.[C:21]([Si:25](Cl)([C:32]1[CH:37]=[CH:36][CH:35]=[CH:34][CH:33]=1)[C:26]1[CH:31]=[CH:30][CH:29]=[CH:28][CH:27]=1)([CH3:24])([CH3:23])[CH3:22].[NH4+].[Cl-]. (4) Given the product [CH3:21][CH:11]([CH:10]=[O:22])[CH2:12][NH:13][C:14](=[O:20])[O:15][C:16]([CH3:17])([CH3:18])[CH3:19], predict the reactants needed to synthesize it. The reactants are: [H-].[H-].[H-].[H-].[Li+].[Al+3].CON(C)[C:10](=[O:22])[CH:11]([CH3:21])[CH2:12][NH:13][C:14](=[O:20])[O:15][C:16]([CH3:19])([CH3:18])[CH3:17]. (5) Given the product [ClH:16].[Cl:16][C:17]1[N:18]=[CH:19][N:20]=[C:21]([N:23]2[C:5](=[O:6])[C:4]([N:10]3[CH:14]=[CH:13][N:12]=[N:11]3)=[CH:3][NH:24]2)[CH:22]=1, predict the reactants needed to synthesize it. The reactants are: CN(C)[CH:3]=[C:4]([N:10]1[CH:14]=[CH:13][N:12]=[N:11]1)[C:5](OCC)=[O:6].[Cl:16][C:17]1[CH:22]=[C:21]([NH:23][NH2:24])[N:20]=[CH:19][N:18]=1.FC(F)(F)C(O)=O.Cl.C[O-].[Na+]. (6) Given the product [O:15]1[CH:16]=[CH:17][CH:18]=[C:14]1[CH:13]1[NH:9][NH:10][C:11]([C:19]([F:22])([F:21])[F:20])([OH:28])[CH2:12]1, predict the reactants needed to synthesize it. The reactants are: C(C1C=CC=CC=1[N:9]1[C:13]([C:14]2[O:15][CH:16]=[CH:17][CH:18]=2)=[CH:12][C:11]([C:19]([F:22])([F:21])[F:20])=[N:10]1)#N.FC(F)(F)C(=O)CC(C1OC=CC=1)=[O:28].O.NN. (7) Given the product [CH3:1][N:2]1[C:6]([C:7]([NH:8][C:9]2[CH:14]=[CH:13][N:12]3[N:15]=[C:16]([N:18]4[CH2:19][CH2:20][O:21][CH2:22][CH2:23]4)[N:17]=[C:11]3[CH:10]=2)=[O:24])=[C:5]([C:25]([N:36]2[CH2:37][CH2:39][CH2:42][CH2:40]2)=[O:27])[CH:4]=[N:3]1, predict the reactants needed to synthesize it. The reactants are: [CH3:1][N:2]1[C:6]([C:7](=[O:24])[NH:8][C:9]2[CH:14]=[CH:13][N:12]3[N:15]=[C:16]([N:18]4[CH2:23][CH2:22][O:21][CH2:20][CH2:19]4)[N:17]=[C:11]3[CH:10]=2)=[C:5]([C:25]([OH:27])=O)[CH:4]=[N:3]1.Cl.FC1CNC1.C([N:36]([CH:40]([CH3:42])C)[CH:37]([CH3:39])C)C.CCCP1(OP(CCC)(=O)OP(CCC)(=O)O1)=O. (8) Given the product [F:1][C:2]1[CH:7]=[CH:6][C:5]([C:8]2[NH:30][C:11]3[N:12]=[CH:13][N:14]=[C:15]([N:16]4[CH2:21][CH2:20][NH:19][C@H:18]([CH3:29])[CH2:17]4)[C:10]=3[CH:9]=2)=[CH:4][CH:3]=1, predict the reactants needed to synthesize it. The reactants are: [F:1][C:2]1[CH:7]=[CH:6][C:5]([C:8]2[NH:30][C:11]3[N:12]=[CH:13][N:14]=[C:15]([N:16]4[CH2:21][CH2:20][N:19](C(OC(C)(C)C)=O)[C@H:18]([CH3:29])[CH2:17]4)[C:10]=3[CH:9]=2)=[CH:4][CH:3]=1. (9) Given the product [S:7]1[C:8]2[S:9][CH:10]=[CH:11][C:12]=2[CH:13]=[C:6]1[C:1]([O:3][CH2:4][CH3:5])=[O:2], predict the reactants needed to synthesize it. The reactants are: [C:1]([CH2:6][S:7][C:8]1[S:9][CH:10]=[CH:11][C:12]=1[CH:13]=O)([O:3][CH2:4][CH3:5])=[O:2].C1CCN2C(=NCCC2)CC1.